From a dataset of Reaction yield outcomes from USPTO patents with 853,638 reactions. Predict the reaction yield, written as a fraction of the theoretical maximum amount of product (1.0 means a 100% yield; for example, 0.34 means a 34% yield). (1) The reactants are [F:1][C:2]1[CH:3]=[C:4]([SH:12])[CH:5]=[C:6]([C:8]([F:11])([F:10])[F:9])[CH:7]=1.CS(O[CH:18]1[CH2:21][CH:20]([C:22]([O:24][CH3:25])=[O:23])[CH2:19]1)(=O)=O.C([O-])([O-])=O.[K+].[K+]. The catalyst is CC#N. The product is [F:1][C:2]1[CH:3]=[C:4]([S:12][C@H:18]2[CH2:21][C@H:20]([C:22]([O:24][CH3:25])=[O:23])[CH2:19]2)[CH:5]=[C:6]([C:8]([F:9])([F:10])[F:11])[CH:7]=1. The yield is 0.200. (2) The reactants are [Cl-].O[NH3+:3].[C:4](=[O:7])([O-])[OH:5].[Na+].CS(C)=O.[CH2:13]([C:17]1[N:18]([CH2:37][C:38]2[CH:43]=[CH:42][C:41]([C:44]3[C:45]([C:50]#[N:51])=[CH:46][CH:47]=[CH:48][CH:49]=3)=[CH:40][CH:39]=2)[C:19](=[O:36])[C:20]([C:26]2[CH:27]=[CH:28][C:29]3[O:33][CH:32]([CH3:34])[CH2:31][C:30]=3[CH:35]=2)=[C:21]([CH:23]2[CH2:25][CH2:24]2)[N:22]=1)[CH2:14][CH2:15][CH3:16]. The catalyst is O. The product is [CH2:13]([C:17]1[N:18]([CH2:37][C:38]2[CH:39]=[CH:40][C:41]([C:44]3[CH:49]=[CH:48][CH:47]=[CH:46][C:45]=3[C:50]3[NH:3][C:4](=[O:7])[O:5][N:51]=3)=[CH:42][CH:43]=2)[C:19](=[O:36])[C:20]([C:26]2[CH:27]=[CH:28][C:29]3[O:33][CH:32]([CH3:34])[CH2:31][C:30]=3[CH:35]=2)=[C:21]([CH:23]2[CH2:25][CH2:24]2)[N:22]=1)[CH2:14][CH2:15][CH3:16]. The yield is 0.820. (3) The reactants are Cl[C:2]1[CH:7]=[C:6]([C:8]([F:11])([F:10])[F:9])[N:5]=[C:4]([CH:12]2[CH2:16][CH2:15][CH2:14][CH2:13]2)[N:3]=1.[NH2:17][C:18]1[CH:23]=[CH:22][C:21]([CH2:24][CH2:25][OH:26])=[CH:20][CH:19]=1. No catalyst specified. The product is [CH:12]1([C:4]2[N:3]=[C:2]([NH:17][C:18]3[CH:23]=[CH:22][C:21]([CH2:24][CH2:25][OH:26])=[CH:20][CH:19]=3)[CH:7]=[C:6]([C:8]([F:11])([F:10])[F:9])[N:5]=2)[CH2:16][CH2:15][CH2:14][CH2:13]1. The yield is 0.690. (4) The reactants are [CH3:1][C:2]1[CH:7]=[C:6]([CH3:8])[NH:5][C:4](=[O:9])[C:3]=1[CH2:10][NH:11][C:12]([C:14]1[C:15]([CH3:43])=[C:16]([N:28]([CH3:42])[CH:29]2[CH2:34][CH2:33][N:32](C(OC(C)(C)C)=O)[CH2:31][CH2:30]2)[CH:17]=[C:18]([C:20]2[CH:21]=[N:22][C:23]([CH:26]=O)=[CH:24][CH:25]=2)[CH:19]=1)=[O:13].[NH:44]1[CH2:49][CH2:48][O:47][CH2:46][CH2:45]1.CO.C(O)(=O)C.[BH3-]C#N.[Na+]. No catalyst specified. The product is [CH3:1][C:2]1[CH:7]=[C:6]([CH3:8])[NH:5][C:4](=[O:9])[C:3]=1[CH2:10][NH:11][C:12](=[O:13])[C:14]1[CH:19]=[C:18]([C:20]2[CH:21]=[N:22][C:23]([CH2:26][N:44]3[CH2:49][CH2:48][O:47][CH2:46][CH2:45]3)=[CH:24][CH:25]=2)[CH:17]=[C:16]([N:28]([CH3:42])[CH:29]2[CH2:34][CH2:33][NH:32][CH2:31][CH2:30]2)[C:15]=1[CH3:43]. The yield is 0.658. (5) The reactants are [C@@H:1]1([N:10]2[CH:17]=[CH:16][C:14](=[O:15])[NH:13][C:11]2=[O:12])[O:9][C@H:6]([CH2:7][OH:8])[C@@H:4]([OH:5])[C@H:2]1[OH:3].C(=O)(OC1C=CC=CC=1)OC1C=CC=CC=1.CN(C)P(=O)(N(C)C)N(C)C. The catalyst is C([O-])(O)=O.[Na+].O. The product is [C@@H:1]1([N:10]2[CH:17]=[CH:16][C:14](=[O:15])[NH:13][C:11]2=[O:12])[O:9][C@H:6]([CH2:7][OH:8])[C@@H:4]([OH:5])[C@@H:2]1[OH:3]. The yield is 0.840. (6) The reactants are [N:1]1[C:8]([Cl:9])=[N:7][C:5](Cl)=[N:4][C:2]=1[Cl:3].C(=O)([O-])O.[Na+].[CH:15]([S:18]([C:21]1[CH:27]=[CH:26][CH:25]=[CH:24][C:22]=1[NH2:23])(=[O:20])=[O:19])([CH3:17])[CH3:16].CC(C)=O. The catalyst is O. The product is [Cl:9][C:8]1[N:1]=[C:2]([Cl:3])[N:4]=[C:5]([NH:23][C:22]2[CH:24]=[CH:25][CH:26]=[CH:27][C:21]=2[S:18]([CH:15]([CH3:17])[CH3:16])(=[O:20])=[O:19])[N:7]=1. The yield is 0.958. (7) The reactants are Br[C:2]1[CH:3]=[C:4]([CH2:8][CH2:9][OH:10])[CH:5]=[CH:6][CH:7]=1.C[NH:12][CH2:13][CH2:14]NC.[C:17](=[O:20])([O-])[O-:18].[K+].[K+].[Cl-].[NH4+]. The catalyst is O1CCOCC1.[Cu]I. The product is [OH:10][CH2:9][CH2:8][C:4]1[CH:3]=[C:2]([N:12]2[CH2:13][CH2:14][O:18][C:17]2=[O:20])[CH:7]=[CH:6][CH:5]=1. The yield is 0.640.